From a dataset of Forward reaction prediction with 1.9M reactions from USPTO patents (1976-2016). Predict the product of the given reaction. (1) Given the reactants [C:1]([C:5]1[CH:6]=[C:7]2[C:11](=[CH:12][CH:13]=1)[C@H:10]([NH:14][C:15]([NH:17][C:18]1[CH:26]=[CH:25][CH:24]=[C:23]3[C:19]=1[CH:20]=[N:21][N:22]3[C:27](=[O:32])[CH2:28][N:29]([CH3:31])[CH3:30])=[O:16])[CH2:9][CH2:8]2)([CH3:4])([CH3:3])[CH3:2].[ClH:33].C(OCC)C, predict the reaction product. The product is: [ClH:33].[C:1]([C:5]1[CH:6]=[C:7]2[C:11](=[CH:12][CH:13]=1)[C@H:10]([NH:14][C:15]([NH:17][C:18]1[CH:26]=[CH:25][CH:24]=[C:23]3[C:19]=1[CH:20]=[N:21][N:22]3[C:27](=[O:32])[CH2:28][N:29]([CH3:30])[CH3:31])=[O:16])[CH2:9][CH2:8]2)([CH3:4])([CH3:2])[CH3:3]. (2) Given the reactants [CH3:1][C:2]([N+:15]([O-])=O)([CH3:14])[CH2:3][C:4]1[CH:13]=[CH:12][C:11]2[C:6](=[CH:7][CH:8]=[CH:9][CH:10]=2)[CH:5]=1, predict the reaction product. The product is: [CH3:14][C:2]([NH2:15])([CH3:1])[CH2:3][C:4]1[CH:13]=[CH:12][C:11]2[C:6](=[CH:7][CH:8]=[CH:9][CH:10]=2)[CH:5]=1. (3) Given the reactants [F:1][C:2]([F:39])([F:38])[C:3]([C:9]1[CH:37]=[CH:36][C:12]([CH2:13][N:14]2[CH2:19][CH2:18][CH:17]([S:20][C:21]3[CH:26]=[CH:25][C:24]([NH:27][C:28]([NH:30][C@H:31]4[CH2:35][CH2:34][O:33][CH2:32]4)=[O:29])=[CH:23][CH:22]=3)[CH2:16][CH2:15]2)=[CH:11][CH:10]=1)([OH:8])[C:4]([F:7])([F:6])[F:5].ClC1C=C(C=CC=1)C(OO)=[O:45], predict the reaction product. The product is: [F:5][C:4]([F:7])([F:6])[C:3]([C:9]1[CH:37]=[CH:36][C:12]([CH2:13][N:14]2[CH2:15][CH2:16][CH:17]([S:20]([C:21]3[CH:26]=[CH:25][C:24]([NH:27][C:28]([NH:30][C@H:31]4[CH2:35][CH2:34][O:33][CH2:32]4)=[O:29])=[CH:23][CH:22]=3)=[O:45])[CH2:18][CH2:19]2)=[CH:11][CH:10]=1)([OH:8])[C:2]([F:38])([F:1])[F:39]. (4) Given the reactants [OH:1][CH2:2][C:3]1[C:8]([CH3:9])=[CH:7][N:6]=[C:5]([CH3:10])[C:4]=1[OH:11], predict the reaction product. The product is: [OH:11][C:4]1[C:5]([CH3:10])=[N:6][CH:7]=[C:8]([CH3:9])[C:3]=1[CH:2]=[O:1]. (5) Given the reactants Cl.[CH2:2]([C:4]1[N:5]=[C:6]2[CH:11]=[CH:10][CH:9]=[C:8]([CH2:12]Cl)[N:7]2[CH:14]=1)[CH3:3].[NH2:15][CH2:16][CH2:17][CH2:18][CH2:19][CH2:20][NH2:21].C(N(CC)CC)C.C1C=CC(N([S:36]([C:39]([F:42])([F:41])[F:40])(=[O:38])=[O:37])[S:36]([C:39]([F:42])([F:41])[F:40])(=[O:38])=[O:37])=CC=1, predict the reaction product. The product is: [CH2:2]([C:4]1[N:5]=[C:6]2[CH:11]=[CH:10][CH:9]=[C:8]([CH2:12][NH:15][CH2:16][CH2:17][CH2:18][CH2:19][CH2:20][NH:21][S:36]([C:39]([F:42])([F:41])[F:40])(=[O:38])=[O:37])[N:7]2[CH:14]=1)[CH3:3]. (6) Given the reactants [F:1][C:2]1[C:7]([O:8][CH2:9][CH2:10][CH2:11][C:12]#[CH:13])=[CH:6][CH:5]=[CH:4][C:3]=1[CH2:14][NH:15]C(=O)OC(C)(C)C.FC(F)(F)C(O)=O.C(Cl)(Cl)[Cl:31], predict the reaction product. The product is: [ClH:31].[F:1][C:2]1[C:7]([O:8][CH2:9][CH2:10][CH2:11][C:12]#[CH:13])=[CH:6][CH:5]=[CH:4][C:3]=1[CH2:14][NH2:15]. (7) Given the reactants [F:1][C:2]1[CH:3]=[C:4]([CH2:9][C:10]([OH:12])=O)[CH:5]=[C:6]([F:8])[CH:7]=1.CCN=C=NCCCN(C)C.Cl.CN1CCOCC1.Cl.[CH3:33][O:34][C:35](=[O:40])[C@H:36]([CH2:38][OH:39])[NH2:37], predict the reaction product. The product is: [CH3:33][O:34][C:35](=[O:40])[C@H:36]([CH2:38][OH:39])[NH:37][C:10](=[O:12])[CH2:9][C:4]1[CH:5]=[C:6]([F:8])[CH:7]=[C:2]([F:1])[CH:3]=1.